The task is: Predict the reactants needed to synthesize the given product.. This data is from Full USPTO retrosynthesis dataset with 1.9M reactions from patents (1976-2016). (1) Given the product [ClH:37].[ClH:37].[CH:1]1([NH:4][C:5](=[O:36])[C:6]2[CH:11]=[C:10]([N:12]3[CH:17]=[CH:16][N:15]=[C:14]([NH:18][C:19]4([C:22]5[CH:27]=[CH:26][CH:25]=[CH:24][C:23]=5[O:28][CH2:29][CH2:30][NH:31][CH3:32])[CH2:21][CH2:20]4)[C:13]3=[O:33])[C:9]([CH3:34])=[C:8]([F:35])[CH:7]=2)[CH2:3][CH2:2]1, predict the reactants needed to synthesize it. The reactants are: [CH:1]1([NH:4][C:5](=[O:36])[C:6]2[CH:11]=[C:10]([N:12]3[CH:17]=[CH:16][N:15]=[C:14]([NH:18][C:19]4([C:22]5[CH:27]=[CH:26][CH:25]=[CH:24][C:23]=5[O:28][CH2:29][CH2:30][NH:31][CH3:32])[CH2:21][CH2:20]4)[C:13]3=[O:33])[C:9]([CH3:34])=[C:8]([F:35])[CH:7]=2)[CH2:3][CH2:2]1.[ClH:37]. (2) Given the product [CH3:24][NH:26][C:6](=[O:8])[C:5]1[CH:9]=[CH:10][N:11]=[CH:12][C:4]=1[N+:1]([O-:3])=[O:2], predict the reactants needed to synthesize it. The reactants are: [N+:1]([C:4]1[CH:12]=[N:11][CH:10]=[CH:9][C:5]=1[C:6]([OH:8])=O)([O-:3])=[O:2].Cl.CN.C(Cl)CCl.C1C=CC2N(O)N=[N:26][C:24]=2C=1.CCN(C(C)C)C(C)C. (3) Given the product [CH2:1]([NH:8][C:9]1[C:18]2[C:13](=[CH:14][CH:15]=[CH:16][CH:17]=2)[N:12]=[C:11]([Cl:19])[C:10]=1[NH2:20])[C:2]1[CH:3]=[CH:4][CH:5]=[CH:6][CH:7]=1, predict the reactants needed to synthesize it. The reactants are: [CH2:1]([NH:8][C:9]1[C:18]2[C:13](=[CH:14][CH:15]=[CH:16][CH:17]=2)[N:12]=[C:11]([Cl:19])[C:10]=1[N+:20]([O-])=O)[C:2]1[CH:7]=[CH:6][CH:5]=[CH:4][CH:3]=1. (4) Given the product [CH:28]1([CH2:27][NH:26][C:24]([C:21]2[CH:20]=[CH:19][C:18]([C:16]3[CH:17]=[C:12]([C:10]([NH:9][NH2:8])=[O:11])[CH:13]=[CH:14][C:15]=3[CH3:31])=[CH:23][CH:22]=2)=[O:25])[CH2:30][CH2:29]1, predict the reactants needed to synthesize it. The reactants are: C(OC([NH:8][NH:9][C:10]([C:12]1[CH:13]=[CH:14][C:15]([CH3:31])=[C:16]([C:18]2[CH:23]=[CH:22][C:21]([C:24]([NH:26][CH2:27][CH:28]3[CH2:30][CH2:29]3)=[O:25])=[CH:20][CH:19]=2)[CH:17]=1)=[O:11])=O)(C)(C)C. (5) Given the product [CH3:1][N:2]1[C:3]2([CH2:4][CH2:5][CH:6]([C:9]3[CH:14]=[CH:13][CH:12]=[CH:11][CH:10]=3)[CH2:7][CH2:8]2)[C:15](=[O:24])[NH:16][C:18]1=[O:17], predict the reactants needed to synthesize it. The reactants are: [CH3:1][NH:2][C:3]1([C:15]#[N:16])[CH2:8][CH2:7][CH:6]([C:9]2[CH:14]=[CH:13][CH:12]=[CH:11][CH:10]=2)[CH2:5][CH2:4]1.[O-:17][C:18]#N.[K+].Cl.C(O)(=[O:24])C.